From a dataset of Full USPTO retrosynthesis dataset with 1.9M reactions from patents (1976-2016). Predict the reactants needed to synthesize the given product. (1) Given the product [CH2:9]([N:8]([CH2:11][CH3:12])[C:6]([C:5]1[CH:13]=[CH:14][C:2]([CH:20]([OH:21])[C:22]2[CH:23]=[CH:24][C:25]([C:26]([O:28][CH3:29])=[O:27])=[CH:30][CH:31]=2)=[CH:3][CH:4]=1)=[O:7])[CH3:10], predict the reactants needed to synthesize it. The reactants are: I[C:2]1[CH:14]=[CH:13][C:5]([C:6]([N:8]([CH2:11][CH3:12])[CH2:9][CH3:10])=[O:7])=[CH:4][CH:3]=1.C([Mg]Cl)(C)C.[CH:20]([C:22]1[CH:31]=[CH:30][C:25]([C:26]([O:28][CH3:29])=[O:27])=[CH:24][CH:23]=1)=[O:21].[Cl-].[NH4+]. (2) Given the product [NH2:2][CH2:1][C:3]1[CH:17]=[C:16]([CH2:18][O:19][CH3:20])[CH:15]=[CH:14][C:4]=1[CH2:5][NH:6][C:7](=[O:13])[O:8][C:9]([CH3:10])([CH3:12])[CH3:11], predict the reactants needed to synthesize it. The reactants are: [C:1]([C:3]1[CH:17]=[C:16]([CH2:18][O:19][CH3:20])[CH:15]=[CH:14][C:4]=1[CH2:5][NH:6][C:7](=[O:13])[O:8][C:9]([CH3:12])([CH3:11])[CH3:10])#[N:2].[BH4-].[Na+]. (3) Given the product [F:25][C:26]1[CH:27]=[C:28]([C:2]2[CH:7]=[N:6][C:5]([O:8][CH2:9][CH:10]3[CH2:15][CH2:14][N:13]([CH2:16][C:17]4([C:21]([F:24])([F:23])[F:22])[CH2:20][CH2:19][CH2:18]4)[CH2:12][CH2:11]3)=[CH:4][CH:3]=2)[CH:29]=[CH:30][C:31]=1[C:32]([O:34][CH2:35][CH3:36])=[O:33], predict the reactants needed to synthesize it. The reactants are: Br[C:2]1[CH:3]=[CH:4][C:5]([O:8][CH2:9][CH:10]2[CH2:15][CH2:14][N:13]([CH2:16][C:17]3([C:21]([F:24])([F:23])[F:22])[CH2:20][CH2:19][CH2:18]3)[CH2:12][CH2:11]2)=[N:6][CH:7]=1.[F:25][C:26]1[CH:27]=[C:28](B(O)O)[CH:29]=[CH:30][C:31]=1[C:32]([O:34][CH2:35][CH3:36])=[O:33].C([O-])([O-])=O.[Cs+].[Cs+].O1CCOCC1. (4) Given the product [S:10]1[C:5]2[CH:6]=[CH:7][CH:8]=[CH:9][C:4]=2[NH:3][CH2:1]1, predict the reactants needed to synthesize it. The reactants are: [CH2:1]=O.[NH2:3][C:4]1[CH:9]=[CH:8][CH:7]=[CH:6][C:5]=1[SH:10].